Predict the product of the given reaction. From a dataset of Forward reaction prediction with 1.9M reactions from USPTO patents (1976-2016). (1) Given the reactants [F:1][C:2]([F:18])([F:17])[CH2:3][O:4][C:5]1[CH:6]=[N:7][C:8]2[C:9](=[N:15]O)[CH2:10][CH2:11][CH2:12][C:13]=2[CH:14]=1, predict the reaction product. The product is: [F:18][C:2]([F:1])([F:17])[CH2:3][O:4][C:5]1[CH:6]=[N:7][C:8]2[CH:9]([NH2:15])[CH2:10][CH2:11][CH2:12][C:13]=2[CH:14]=1. (2) Given the reactants [CH3:1][C:2]1[NH:3][C:4]2[C:9]([CH:10]=1)=[CH:8][C:7]([C:11]#N)=[CH:6][CH:5]=2.O.[PH2]([O-])=[O:15].[Na+].N1C=CC=CC=1, predict the reaction product. The product is: [CH3:1][C:2]1[NH:3][C:4]2[C:9]([CH:10]=1)=[CH:8][C:7]([CH:11]=[O:15])=[CH:6][CH:5]=2. (3) The product is: [Br:1][C:2]1[CH:16]=[CH:15][C:5]2[N:6]=[C:7]([N:9]3[CH2:14][CH2:13][N:12]([C:18]4[N:23]=[CH:22][C:21]([CH2:24][CH2:25][CH3:26])=[CH:20][N:19]=4)[CH2:11][CH2:10]3)[S:8][C:4]=2[CH:3]=1. Given the reactants [Br:1][C:2]1[CH:16]=[CH:15][C:5]2[N:6]=[C:7]([N:9]3[CH2:14][CH2:13][NH:12][CH2:11][CH2:10]3)[S:8][C:4]=2[CH:3]=1.Cl[C:18]1[N:23]=[CH:22][C:21]([CH2:24][CH2:25][CH3:26])=[CH:20][N:19]=1.BrC1C=CC2N=C(OC3CCN(C4N=CC(CCC)=CN=4)CC3)SC=2C=1, predict the reaction product. (4) Given the reactants [Cl:1][C:2]1[N:3]=[CH:4][C:5]2[CH:10]=[C:9]([CH:11]=[O:12])[N:8]([CH:13]3[CH2:17][CH2:16][CH2:15][CH2:14]3)[C:6]=2[N:7]=1.[OH:18]OS([O-])=O.[K+].O, predict the reaction product. The product is: [Cl:1][C:2]1[N:3]=[CH:4][C:5]2[CH:10]=[C:9]([C:11]([OH:18])=[O:12])[N:8]([CH:13]3[CH2:14][CH2:15][CH2:16][CH2:17]3)[C:6]=2[N:7]=1. (5) Given the reactants Cl.Cl.[NH:3]1[C:11]2[CH2:10][C@@H:9]([C:12]([O:14][CH3:15])=[O:13])[NH:8][CH2:7][C:6]=2[N:5]=[CH:4]1.C(N(CC)CC)C.[Se](=O)=O, predict the reaction product. The product is: [NH:3]1[C:11]2[CH:10]=[C:9]([C:12]([O:14][CH3:15])=[O:13])[N:8]=[CH:7][C:6]=2[N:5]=[CH:4]1. (6) Given the reactants [CH3:1][O:2][CH2:3][O:4][C:5]1[C:9]([C:10]([O:12][CH2:13][CH3:14])=[O:11])=[CH:8][N:7](C(OC(C)(C)C)=O)[N:6]=1.O.[OH-].[Li+].O1CCCC1.CO, predict the reaction product. The product is: [CH3:1][O:2][CH2:3][O:4][C:5]1[C:9]([C:10]([O:12][CH2:13][CH3:14])=[O:11])=[CH:8][NH:7][N:6]=1. (7) Given the reactants [NH:1]1[C:5]2[CH:6]=[CH:7][CH:8]=[CH:9][C:4]=2[N:3]=[C:2]1[C:10]([OH:12])=O.[NH:13]1[C:21]2[C:16](=[C:17]([C:22]3[CH:23]=[C:24]([NH2:37])[C:25]4[C:29]([CH:30]=3)=[N:28][N:27](C3CCCCO3)[CH:26]=4)[CH:18]=[CH:19][CH:20]=2)[CH:15]=[CH:14]1.CCN(C(C)C)C(C)C.N, predict the reaction product. The product is: [NH:13]1[C:21]2[C:16](=[C:17]([C:22]3[CH:30]=[C:29]4[C:25]([CH:26]=[N:27][NH:28]4)=[C:24]([NH:37][C:10]([C:2]4[NH:1][C:5]5[CH:6]=[CH:7][CH:8]=[CH:9][C:4]=5[N:3]=4)=[O:12])[CH:23]=3)[CH:18]=[CH:19][CH:20]=2)[CH:15]=[CH:14]1.